This data is from Catalyst prediction with 721,799 reactions and 888 catalyst types from USPTO. The task is: Predict which catalyst facilitates the given reaction. Reactant: [Cl:1][C:2]1[N:7]=[N:6][C:5]([NH:8][NH:9][C:10](=O)[C:11]2[CH:16]=[CH:15][C:14]([C:17]([F:20])([F:19])[F:18])=[CH:13][CH:12]=2)=[CH:4][CH:3]=1. Product: [Cl:1][C:2]1[CH:3]=[CH:4][C:5]2[N:6]([C:10]([C:11]3[CH:16]=[CH:15][C:14]([C:17]([F:20])([F:19])[F:18])=[CH:13][CH:12]=3)=[N:9][N:8]=2)[N:7]=1. The catalyst class is: 106.